From a dataset of Reaction yield outcomes from USPTO patents with 853,638 reactions. Predict the reaction yield, written as a fraction of the theoretical maximum amount of product (1.0 means a 100% yield; for example, 0.34 means a 34% yield). The reactants are S(C)C.[CH:4]1([N:9]2[C:18]3[N:17]=[C:16]([NH:19][C:20]4[CH:29]=[CH:28][C:23]([C:24]([O:26][CH3:27])=[O:25])=[CH:22][C:21]=4[O:30][CH3:31])[N:15]=[CH:14][C:13]=3[N:12]([CH3:32])[C:11](=O)[C@H:10]2[CH:34]2[CH2:36][CH2:35]2)[CH2:8][CH2:7][CH2:6][CH2:5]1.Cl. The catalyst is C1COCC1.O. The product is [CH:4]1([N:9]2[C:18]3[N:17]=[C:16]([NH:19][C:20]4[CH:29]=[CH:28][C:23]([C:24]([O:26][CH3:27])=[O:25])=[CH:22][C:21]=4[O:30][CH3:31])[N:15]=[CH:14][C:13]=3[N:12]([CH3:32])[CH2:11][C@H:10]2[CH:34]2[CH2:35][CH2:36]2)[CH2:8][CH2:7][CH2:6][CH2:5]1. The yield is 0.720.